This data is from Experimentally validated miRNA-target interactions with 360,000+ pairs, plus equal number of negative samples. The task is: Binary Classification. Given a miRNA mature sequence and a target amino acid sequence, predict their likelihood of interaction. (1) Result: 0 (no interaction). The protein sequence of the target gene is MDSVAFEDVAVNFTQEEWALLGPSQKSLYRNVMQETIRNLDCIEMKWEDQNIGDQCQNAKRNLRSHTCEIKDDSQCGETFGQIPDSIVNKNTPRVNPCDSGECGEVVLGHSSLNCNIRVDTGHKSCEHQEYGEKPYTHKQRGKAISHQHSFQTHERPPTGKKPFDCKECAKTFSSLGNLRRHMAAHHGDGPYKCKLCGKAFVWPSLFHLHERTHTGEKPYECKQCSKAFPFYSSYLRHERIHTGEKAYECKQCSKAFPDYSTYLRHERTHTGEKPYKCTQCGKAFSCYYYTRLHERTHTG.... The miRNA is hsa-miR-1471 with sequence GCCCGCGUGUGGAGCCAGGUGU. (2) The miRNA is mmu-miR-129-5p with sequence CUUUUUGCGGUCUGGGCUUGC. The protein sequence of the target gene is MGNLKSVGQEPGPPCGLGLGLGLGLCGKQGPASPAPEPSQAPAPPSPTRPAPDHSPPLTRPPDGPRFPRVKNWEVGSITYDTLSAQAQQDGPCTSRRCLGSLVFPRKLQSRPTQGPSPTEQLLGQARDFINQYYNSIKRSGSQAHEQRLQEVEAEVAATGTYQLRESELVFGAKQAWRNAPRCVGRIQWGKLQVFDARDCRTAQEMFTYICNHIKYATNRGNLRSAITVFPQRCPGRGDFRIWNSQLIRYAGYRQQDGSVRGDPANVEITELCIQHGWTPGNGRFDVLPLLLQAPDEPPE.... Result: 1 (interaction). (3) The miRNA is hsa-miR-6834-5p with sequence GUGAGGGACUGGGAUUUGUGG. Result: 0 (no interaction). The protein sequence of the target gene is MEDEMPKTLYVGNLSRDVTEALILQLFSQIGPCKNCKMIMDTAGNDPYCFVEFHEHRHAAAALAAMNGRKIMGKEVKVNWATTPSSQKKDTSSSTVVSTQRSQDHFHVFVGDLSPEITTEDIKAAFAPFGRISDARVVKDMATGKSKGYGFVSFFNKWDAENAIQQMGGQWLGGRQIRTNWATRKPPAPKSTYESNTKQLSYDEVVNQSSPSNCTVYCGGVTSGLTEQLMRQTFSPFGQIMEIRVFPDKGYSFVRFNSHESAAHAIVSVNGTTIEGHVVKCYWGKETLDMINPVQQQNQI.... (4) The miRNA is mmu-miR-409-3p with sequence GAAUGUUGCUCGGUGAACCCCU. The protein sequence of the target gene is MASLDLPYRCPRCGEHKRFRSLSSLRAHLEYSHTYETLYILSKTNSICDGAAAAAAAAAAASGFPLAPEPAALLAVPGARREVFESTSFQGKEQATGPSPAGPHLLHHHHHHAPLAHFPADLVPASLPCEELAEPGLVPAARYALREIEIPLGELFARKSVASSACSTPPPGPGPGPCSGPSSASPASPSPADVAYEEGLARLKIRALEKLEVDRRLERLSEEVEQKIAGQVGRLQAELERKAAELETARQESARLGREKEELEERASELSRQVDVSVELLASLKQDLVHKEQELSRKQQ.... Result: 1 (interaction).